Dataset: Full USPTO retrosynthesis dataset with 1.9M reactions from patents (1976-2016). Task: Predict the reactants needed to synthesize the given product. (1) Given the product [F:27][C:28]([F:45])([F:44])[C@@H:29]([O:31][C:32]([N:23]1[CH2:24][CH2:25][CH:20]([C@:18]2([CH3:26])[O:17][C:14]3=[CH:15][N:16]=[C:11]([C:8]4[CH2:9][CH2:10][N:5]([S:2]([CH3:1])(=[O:3])=[O:4])[CH2:6][CH:7]=4)[CH:12]=[C:13]3[CH2:19]2)[CH2:21][CH2:22]1)=[O:33])[CH3:30], predict the reactants needed to synthesize it. The reactants are: [CH3:1][S:2]([N:5]1[CH2:10][CH:9]=[C:8]([C:11]2[CH:12]=[C:13]3[CH2:19][C@:18]([CH3:26])([CH:20]4[CH2:25][CH2:24][NH:23][CH2:22][CH2:21]4)[O:17][C:14]3=[CH:15][N:16]=2)[CH2:7][CH2:6]1)(=[O:4])=[O:3].[F:27][C:28]([F:45])([F:44])[C@@H:29]([O:31][C:32](=O)[O:33]C1C=CC([N+]([O-])=O)=CC=1)[CH3:30]. (2) The reactants are: [OH:1][CH:2]([CH:7]=[CH2:8])[C:3]([O:5][CH3:6])=[O:4].Br[CH2:10][C:11]1[CH:16]=[CH:15][CH:14]=[CH:13][CH:12]=1. Given the product [CH2:10]([O:1][CH:2]([CH:7]=[CH2:8])[C:3]([O:5][CH3:6])=[O:4])[C:11]1[CH:16]=[CH:15][CH:14]=[CH:13][CH:12]=1, predict the reactants needed to synthesize it. (3) Given the product [NH2:23][C:12]1[N:11]([C:4]2[CH:5]=[CH:6][C:7]([O:9][CH3:10])=[CH:8][C:3]=2[O:2][CH3:1])[C:24](=[O:27])[CH:25]=[CH:26][C:13]=1[C:14](=[O:15])[C:16]1[CH:17]=[CH:18][C:19]([F:22])=[CH:20][CH:21]=1, predict the reactants needed to synthesize it. The reactants are: [CH3:1][O:2][C:3]1[CH:8]=[C:7]([O:9][CH3:10])[CH:6]=[CH:5][C:4]=1[NH:11][C:12](=[NH:23])[CH2:13][C:14]([C:16]1[CH:21]=[CH:20][C:19]([F:22])=[CH:18][CH:17]=1)=[O:15].[C:24](OC)(=[O:27])[C:25]#[CH:26]. (4) Given the product [C:1]([N:5]1[C:9]([CH2:10][CH2:11][CH3:12])=[CH:8][C:7]([CH2:13][CH2:14][CH2:15][N:28]2[CH2:27][CH2:26][N:25]([C:22]3[CH:21]=[CH:20][C:19]([O:18][CH3:17])=[CH:24][CH:23]=3)[CH2:30][CH2:29]2)=[N:6]1)([CH3:2])([CH3:3])[CH3:4], predict the reactants needed to synthesize it. The reactants are: [C:1]([N:5]1[C:9]([CH2:10][CH2:11][CH3:12])=[CH:8][C:7]([CH2:13][CH2:14][CH:15]=O)=[N:6]1)([CH3:4])([CH3:3])[CH3:2].[CH3:17][O:18][C:19]1[CH:24]=[CH:23][C:22]([N:25]2[CH2:30][CH2:29][NH:28][CH2:27][CH2:26]2)=[CH:21][CH:20]=1.CCN(C(C)C)C(C)C.[BH-](OC(C)=O)(OC(C)=O)OC(C)=O.[Na+]. (5) The reactants are: [C:1](Cl)(=[O:8])[C:2]1[CH:7]=[CH:6][CH:5]=[CH:4][CH:3]=1.[CH3:10][O:11][C:12](=[O:20])[C@H:13]([CH2:15][C:16]([O:18][CH3:19])=[O:17])[NH2:14].C(N(CC)CC)C. Given the product [CH3:10][O:11][C:12](=[O:20])[CH:13]([NH:14][C:1](=[O:8])[C:2]1[CH:7]=[CH:6][CH:5]=[CH:4][CH:3]=1)[CH2:15][C:16]([O:18][CH3:19])=[O:17], predict the reactants needed to synthesize it.